Dataset: Full USPTO retrosynthesis dataset with 1.9M reactions from patents (1976-2016). Task: Predict the reactants needed to synthesize the given product. (1) Given the product [O:1]1[C:5]2[CH:6]=[CH:7][CH:8]=[CH:9][C:4]=2[CH:3]=[C:2]1[C:10]1[N:14]2[N:15]=[C:16]([NH:21][CH2:22][C@H:23]3[CH2:26][C@H:25]([OH:27])[CH2:24]3)[CH:17]=[CH:18][C:13]2=[N:12][CH:11]=1, predict the reactants needed to synthesize it. The reactants are: [O:1]1[C:5]2[CH:6]=[CH:7][CH:8]=[CH:9][C:4]=2[CH:3]=[C:2]1[C:10]1[N:14]2[N:15]=[C:16](Cl)[CH:17]=[CH:18][C:13]2=[N:12][CH:11]=1.Cl.[NH2:21][CH2:22][C@H:23]1[CH2:26][C@H:25]([OH:27])[CH2:24]1.C(=O)([O-])[O-].[K+].[K+]. (2) Given the product [CH3:9][O:10][C:11](=[O:27])[CH:12]([O:24][CH2:25][CH3:26])[CH2:13][C:14]1[C:22]2[O:21][CH:20]=[CH:19][C:18]=2[C:17]([O:23][CH2:29][C:30]2[N:31]=[C:32]([C:36]3[CH:41]=[CH:40][CH:39]=[CH:38][CH:37]=3)[O:33][C:34]=2[CH3:35])=[CH:16][CH:15]=1, predict the reactants needed to synthesize it. The reactants are: C(=O)([O-])[O-].[K+].[K+].[I-].[K+].[CH3:9][O:10][C:11](=[O:27])[CH:12]([O:24][CH2:25][CH3:26])[CH2:13][C:14]1[C:22]2[O:21][CH:20]=[CH:19][C:18]=2[C:17]([OH:23])=[CH:16][CH:15]=1.Cl[CH2:29][C:30]1[N:31]=[C:32]([C:36]2[CH:41]=[CH:40][CH:39]=[CH:38][CH:37]=2)[O:33][C:34]=1[CH3:35]. (3) Given the product [CH3:16][N:17]1[CH:21]=[C:20]([C:9]2[CH:10]=[N:11][C:12]3[C:7]([CH:8]=2)=[CH:6][C:5]([OH:4])=[CH:14][CH:13]=3)[CH:19]=[N:18]1, predict the reactants needed to synthesize it. The reactants are: C([O:4][C:5]1[CH:6]=[C:7]2[C:12](=[CH:13][CH:14]=1)[N:11]=[CH:10][C:9](Br)=[CH:8]2)(=O)C.[CH3:16][N:17]1[CH:21]=[C:20](B2OC(C)(C)C(C)(C)O2)[CH:19]=[N:18]1.C([O-])([O-])=O.[Na+].[Na+]. (4) Given the product [OH:18][CH2:17][C@@H:12]1[CH2:13][CH2:14][CH2:15][CH2:16][N:11]1[C:9]([O:8][CH2:7][C:1]1[CH:2]=[CH:3][CH:4]=[CH:5][CH:6]=1)=[O:10], predict the reactants needed to synthesize it. The reactants are: [C:1]1([CH2:7][O:8][C:9]([N:11]2[CH2:16][CH2:15][CH2:14][CH2:13][C@H:12]2[C:17](O)=[O:18])=[O:10])[CH:6]=[CH:5][CH:4]=[CH:3][CH:2]=1.O.C([O-])([O-])=O.[K+].[K+]. (5) Given the product [F:15][C:2]([F:1])([F:14])[C:3]1[N:8]=[N:7][C:6]([C:9]([OH:11])=[O:10])=[CH:5][CH:4]=1, predict the reactants needed to synthesize it. The reactants are: [F:1][C:2]([F:15])([F:14])[C:3]1[N:8]=[N:7][C:6]([C:9]([O:11]CC)=[O:10])=[CH:5][CH:4]=1.[OH-].[Na+].Cl. (6) Given the product [Cl:1][C:2]1[CH:3]=[C:4]2[C:9](=[CH:10][C:11]=1[CH2:12][C:13]1[CH:14]=[CH:15][C:16]([CH2:19][OH:20])=[CH:17][CH:18]=1)[O:8][CH:7]([C:21]([F:24])([F:22])[F:23])[C:6]([C:25]([OH:27])=[O:26])=[CH:5]2, predict the reactants needed to synthesize it. The reactants are: [Cl:1][C:2]1[CH:3]=[C:4]2[C:9](=[CH:10][C:11]=1[CH2:12][C:13]1[CH:18]=[CH:17][C:16]([CH:19]=[O:20])=[CH:15][CH:14]=1)[O:8][CH:7]([C:21]([F:24])([F:23])[F:22])[C:6]([C:25]([OH:27])=[O:26])=[CH:5]2.[BH4-].[Na+].